From a dataset of Catalyst prediction with 721,799 reactions and 888 catalyst types from USPTO. Predict which catalyst facilitates the given reaction. (1) Reactant: Cl[CH2:2][C:3]1[O:7][C:6]([C:8]2[CH:13]=[CH:12][C:11]([C:14]3[C:19]([CH3:20])=[CH:18][CH:17]=[C:16]([C:21]([NH:23][CH:24]4[CH2:26][CH2:25]4)=[O:22])[CH:15]=3)=[CH:10][CH:9]=2)=[N:5][N:4]=1.[I-].[K+].[CH2:29]([NH2:31])[CH3:30]. Product: [CH:24]1([NH:23][C:21]([C:16]2[CH:15]=[C:14]([C:11]3[CH:12]=[CH:13][C:8]([C:6]4[O:7][C:3]([CH2:2][NH:31][CH2:29][CH3:30])=[N:4][N:5]=4)=[CH:9][CH:10]=3)[C:19]([CH3:20])=[CH:18][CH:17]=2)=[O:22])[CH2:26][CH2:25]1. The catalyst class is: 1. (2) Reactant: [S:1]1[CH:5]=[CH:4][C:3]2[CH:6]=[CH:7][CH:8]=[C:9]([C:10]([NH2:12])=[O:11])[C:2]1=2.C(O)(=O)C.C1C(=O)N([Br:24])C(=O)C1. Product: [Br:24][C:4]1[C:3]2[CH:6]=[CH:7][CH:8]=[C:9]([C:10]([NH2:12])=[O:11])[C:2]=2[S:1][CH:5]=1. The catalyst class is: 4. (3) Reactant: [F:1][CH:2]([F:37])[O:3][C:4]1[CH:5]=[C:6]([C:11]2[N:16]=[C:15]([CH3:17])[N:14]=[C:13]([N:18]([CH2:28][C:29]3[CH:34]=[CH:33][C:32]([O:35][CH3:36])=[CH:31][CH:30]=3)[CH2:19][C:20]3[CH:25]=[CH:24][C:23]([O:26][CH3:27])=[CH:22][CH:21]=3)[N:12]=2)[C:7](F)=[N:8][CH:9]=1.[NH2:38][C:39]1[CH:40]=[CH:41][C:42]([O:45][CH3:46])=[N:43][CH:44]=1.C[Si]([N-][Si](C)(C)C)(C)C.[Li+]. Product: [F:37][CH:2]([F:1])[O:3][C:4]1[CH:5]=[C:6]([C:11]2[N:16]=[C:15]([CH3:17])[N:14]=[C:13]([N:18]([CH2:19][C:20]3[CH:25]=[CH:24][C:23]([O:26][CH3:27])=[CH:22][CH:21]=3)[CH2:28][C:29]3[CH:34]=[CH:33][C:32]([O:35][CH3:36])=[CH:31][CH:30]=3)[N:12]=2)[C:7]([NH:38][C:39]2[CH:44]=[N:43][C:42]([O:45][CH3:46])=[CH:41][CH:40]=2)=[N:8][CH:9]=1. The catalyst class is: 1. (4) Reactant: [CH2:1]([N:8]1[C:13](=[O:14])[C:12]([CH3:15])=[C:11]2[S:16][CH:17]=[CH:18][N:10]2[C:9]1=[O:19])[C:2]1[CH:7]=[CH:6][CH:5]=[CH:4][CH:3]=1.C[Si](C)(C)N[Si](C)(C)C.[Li].[Cl:30][C:31]1[CH:40]=[C:39]([Cl:41])[CH:38]=[CH:37][C:32]=1[CH2:33][N:34]=[C:35]=[O:36].[Cl-].[NH4+]. Product: [Cl:30][C:31]1[CH:40]=[C:39]([Cl:41])[CH:38]=[CH:37][C:32]=1[CH2:33][NH:34][C:35]([C:17]1[S:16][C:11]2[N:10]([C:9](=[O:19])[N:8]([CH2:1][C:2]3[CH:3]=[CH:4][CH:5]=[CH:6][CH:7]=3)[C:13](=[O:14])[C:12]=2[CH3:15])[CH:18]=1)=[O:36]. The catalyst class is: 7. (5) Reactant: C([O:3][C:4]([C:6]1([S:19]([C:22]2[CH:27]=[CH:26][C:25]([O:28][CH2:29][CH2:30][CH2:31][CH3:32])=[CH:24][CH:23]=2)(=[O:21])=[O:20])[CH2:11][CH2:10][N:9]([CH2:12][C:13]2[CH:18]=[CH:17][CH:16]=[CH:15][CH:14]=2)[CH2:8][CH2:7]1)=[O:5])C. Product: [CH2:12]([N:9]1[CH2:10][CH2:11][C:6]([S:19]([C:22]2[CH:27]=[CH:26][C:25]([O:28][CH2:29][CH2:30][CH2:31][CH3:32])=[CH:24][CH:23]=2)(=[O:21])=[O:20])([C:4]([OH:5])=[O:3])[CH2:7][CH2:8]1)[C:13]1[CH:14]=[CH:15][CH:16]=[CH:17][CH:18]=1. The catalyst class is: 702. (6) Reactant: C[N:2]1[C:10]2[C:5](=[CH:6][CH:7]=[CH:8][CH:9]=2)[C:4](C=O)=[C:3]1C1C=CC=CC=1.C(CC(OC)=O)#N.N1CCCCC1. Product: [NH:2]1[C:10]2[C:5](=[CH:6][CH:7]=[CH:8][CH:9]=2)[CH:4]=[CH:3]1. The catalyst class is: 5.